Dataset: Forward reaction prediction with 1.9M reactions from USPTO patents (1976-2016). Task: Predict the product of the given reaction. (1) Given the reactants [Br:1][C:2]1[CH:7]=[CH:6][C:5]([CH:8]([OH:14])[CH2:9][NH:10][CH2:11][CH2:12][OH:13])=[C:4]([F:15])[CH:3]=1.[CH3:16][C:17]([O:20][C:21](O[C:21]([O:20][C:17]([CH3:19])([CH3:18])[CH3:16])=[O:22])=[O:22])([CH3:19])[CH3:18], predict the reaction product. The product is: [C:17]([O:20][C:21](=[O:22])[N:10]([CH2:9][CH:8]([C:5]1[CH:6]=[CH:7][C:2]([Br:1])=[CH:3][C:4]=1[F:15])[OH:14])[CH2:11][CH2:12][OH:13])([CH3:19])([CH3:18])[CH3:16]. (2) Given the reactants [CH3:1][N:2]1[C:7]2[C:8](C)=[CH:9][NH:10][C:6]=2[C:5](=[O:12])[N:4]([CH3:13])[C:3]1=[O:14].Br[CH2:16][C:17]([NH:19][C:20]1[S:21][CH:22]=[C:23]([C:25]2[CH:30]=[C:29]([Cl:31])[C:28]([O:32][CH2:33][C:34]([CH3:37])([CH3:36])[CH3:35])=[C:27]([Cl:38])[CH:26]=2)[N:24]=1)=[O:18].[H-].[Na+], predict the reaction product. The product is: [Cl:38][C:27]1[CH:26]=[C:25]([C:23]2[N:24]=[C:20]([NH:19][C:17](=[O:18])[CH2:16][N:10]3[C:6]4[C:5](=[O:12])[N:4]([CH3:13])[C:3](=[O:14])[N:2]([CH3:1])[C:7]=4[CH:8]=[CH:9]3)[S:21][CH:22]=2)[CH:30]=[C:29]([Cl:31])[C:28]=1[O:32][CH2:33][C:34]([CH3:37])([CH3:36])[CH3:35]. (3) Given the reactants [F:1][C:2]1[CH:7]=[CH:6][C:5]([C:8]2[O:9][CH:10]=[C:11]([C:13]([CH3:17])([CH3:16])[CH2:14][NH2:15])[N:12]=2)=[CH:4][CH:3]=1.[F:18][C:19]([F:34])([F:33])[C:20]([C:22]1[S:26][C:25]([CH2:27][CH2:28][CH2:29][C:30](O)=[O:31])=[CH:24][CH:23]=1)=[O:21], predict the reaction product. The product is: [F:1][C:2]1[CH:3]=[CH:4][C:5]([C:8]2[O:9][CH:10]=[C:11]([C:13]([CH3:17])([CH3:16])[CH2:14][NH:15][C:30](=[O:31])[CH2:29][CH2:28][CH2:27][C:25]3[S:26][C:22]([C:20](=[O:21])[C:19]([F:33])([F:34])[F:18])=[CH:23][CH:24]=3)[N:12]=2)=[CH:6][CH:7]=1. (4) Given the reactants Cl.Cl.Cl.[S:4]1[C:8]2[CH:9]=[C:10]([NH:13][C:14]3[C:15]4[CH:22]=[C:21]([C:23]5[CH2:24][CH2:25][NH:26][CH2:27][CH:28]=5)[NH:20][C:16]=4[N:17]=[CH:18][N:19]=3)[CH:11]=[CH:12][C:7]=2[N:6]=[CH:5]1.C(N(CC)C(C)C)(C)C.Cl[N:39]1[CH2:44][CH2:43][O:42][CH2:41][C:40]1=C=O.CN(C)[CH:49]=[O:50], predict the reaction product. The product is: [S:4]1[C:8]2[CH:9]=[C:10]([NH:13][C:14]3[C:15]4[CH:22]=[C:21]([C:23]5[CH2:24][CH2:25][N:26]([C:49]([N:39]6[CH2:40][CH2:41][O:42][CH2:43][CH2:44]6)=[O:50])[CH2:27][CH:28]=5)[NH:20][C:16]=4[N:17]=[CH:18][N:19]=3)[CH:11]=[CH:12][C:7]=2[N:6]=[CH:5]1. (5) The product is: [CH3:14][O:13][C:10]1[CH:9]=[C:8]2[C:7]([NH:6][CH2:5][C:4](=[O:3])[NH:15]2)=[CH:12][CH:11]=1. Given the reactants C([O:3][C:4](=O)[CH2:5][NH:6][C:7]1[CH:12]=[CH:11][C:10]([O:13][CH3:14])=[CH:9][C:8]=1[N+:15]([O-])=O)C.C([O-])(O)=O.[Na+], predict the reaction product. (6) Given the reactants [CH3:1][C:2]([CH3:27])([CH3:26])[C@H:3]([NH:10]C(=O)[C@](OC)(C1C=CC=CC=1)C(F)(F)F)[C:4]1[CH:9]=[CH:8][CH:7]=[CH:6][N:5]=1.CC(C)(C)[C@@H](NC(=O)[C@](OC)(C1C=CC=CC=1)C(F)(F)F)C1C=CC=CN=1.Br, predict the reaction product. The product is: [CH3:1][C:2]([CH3:27])([CH3:26])[CH:3]([C:4]1[CH:9]=[CH:8][CH:7]=[CH:6][N:5]=1)[NH2:10]. (7) Given the reactants Br[C:2]1[N:6]2[CH:7]=[CH:8][C:9]([C:11]([F:14])([F:13])[F:12])=[N:10][C:5]2=[N:4][CH:3]=1.[F:15][C:16]1[C:21](B2OC(C)(C)C(C)(C)O2)=[CH:20][CH:19]=[C:18]([F:31])[C:17]=1[C:32]1[CH:37]=[CH:36][CH:35]=[CH:34][N:33]=1, predict the reaction product. The product is: [F:15][C:16]1[C:17]([C:32]2[CH:37]=[CH:36][CH:35]=[CH:34][N:33]=2)=[C:18]([F:31])[CH:19]=[CH:20][C:21]=1[C:2]1[N:6]2[CH:7]=[CH:8][C:9]([C:11]([F:14])([F:13])[F:12])=[N:10][C:5]2=[N:4][CH:3]=1. (8) Given the reactants [C:1]1(B(O)O)[CH:6]=[CH:5][CH:4]=[CH:3][CH:2]=1.C[O:11][C:12](=[O:26])[CH2:13][CH2:14][C:15]1[NH:19][C:18]2[CH:20]=[C:21]([Cl:25])[C:22](Br)=[CH:23][C:17]=2[N:16]=1.C([O-])([O-])=O.[K+].[K+], predict the reaction product. The product is: [Cl:25][C:21]1[C:22]([C:1]2[CH:6]=[CH:5][CH:4]=[CH:3][CH:2]=2)=[CH:23][C:17]2[N:16]=[C:15]([CH2:14][CH2:13][C:12]([OH:11])=[O:26])[NH:19][C:18]=2[CH:20]=1. (9) Given the reactants COC(C)(C)C.[Cl:7][C:8]1[CH:9]=[C:10]([CH:13]=[CH:14][CH:15]=1)C=O.[Cl:16][CH:17](Cl)[C:18](=[O:23])[C:19]([O:21][CH3:22])=[O:20].C[O-].[Na+], predict the reaction product. The product is: [Cl:16][CH:17]([C:14]1[CH:13]=[CH:10][CH:9]=[C:8]([Cl:7])[CH:15]=1)[C:18](=[O:23])[C:19]([O:21][CH3:22])=[O:20].